This data is from Catalyst prediction with 721,799 reactions and 888 catalyst types from USPTO. The task is: Predict which catalyst facilitates the given reaction. (1) Reactant: [NH2:1][C:2]1[CH:10]=[CH:9][C:5]([C:6]([NH2:8])=[O:7])=[CH:4][C:3]=1[C:11]1[CH2:16][CH2:15][C:14]([CH3:18])([CH3:17])[CH2:13][CH:12]=1.[K+].[C:20]([C:22]1[N:23]=[C:24]([C:35]([O-])=[O:36])[N:25]([CH2:27][O:28][CH2:29][CH2:30][Si:31]([CH3:34])([CH3:33])[CH3:32])[CH:26]=1)#[N:21]. Product: [C:6]([C:5]1[CH:9]=[CH:10][C:2]([NH:1][C:35]([C:24]2[N:25]([CH2:27][O:28][CH2:29][CH2:30][Si:31]([CH3:34])([CH3:33])[CH3:32])[CH:26]=[C:22]([C:20]#[N:21])[N:23]=2)=[O:36])=[C:3]([C:11]2[CH2:16][CH2:15][C:14]([CH3:18])([CH3:17])[CH2:13][CH:12]=2)[CH:4]=1)(=[O:7])[NH2:8]. The catalyst class is: 100. (2) Reactant: [C:1]([C:3]1[CH:8]=[CH:7][C:6]([CH3:9])=[C:5](N)[CH:4]=1)#[N:2].Cl.N([O-])=[O:13].[Na+].C1(C)C=CC=CC=1. Product: [C:1]([C:3]1[CH:8]=[CH:7][C:6]([CH3:9])=[C:5]([OH:13])[CH:4]=1)#[N:2]. The catalyst class is: 6. (3) Reactant: [C:1]1(=[O:11])[O:6][C:4](=O)[C:3]2=[CH:7][CH:8]=[CH:9][CH:10]=[C:2]12.[CH3:12][O:13][C:14]1[N:15]=[C:16]2[C:25](=[CH:26][CH:27]=1)[N:24]=[CH:23][C:22]1[O:21][CH2:20][CH:19]([C@H:28]3[CH2:33][CH2:32][C@H:31]([NH2:34])[CH2:30][CH2:29]3)[NH:18][C:17]2=1. Product: [CH3:12][O:13][C:14]1[N:15]=[C:16]2[C:25](=[CH:26][CH:27]=1)[N:24]=[CH:23][C:22]1[O:21][CH2:20][CH:19]([C@H:28]3[CH2:33][CH2:32][C@H:31]([N:34]4[C:1](=[O:11])[C:2]5[C:3](=[CH:7][CH:8]=[CH:9][CH:10]=5)[C:4]4=[O:6])[CH2:30][CH2:29]3)[NH:18][C:17]2=1. The catalyst class is: 17. (4) Reactant: [Li+].CC([N-]C(C)C)C.C[C:10]1(C)[CH2:15][C:14]([CH3:17])([CH3:16])[CH2:13][CH2:12][C:11]1=[O:18].C(Br)[C:21]1[CH:26]=[CH:25][CH:24]=[CH:23][CH:22]=1.C(=O)=[O:29].[CH:31]([OH:34])([CH3:33])C.[O:35]1CC[CH2:37][CH2:36]1. Product: [CH2:17]([C:14]1([C:16]([O:34][CH2:31][CH3:33])=[O:29])[CH2:15][CH2:10][C:11]2([O:18][CH2:37][CH2:36][O:35]2)[CH2:12][CH2:13]1)[C:21]1[CH:22]=[CH:23][CH:24]=[CH:25][CH:26]=1. The catalyst class is: 27. (5) Reactant: [NH:1]1[CH2:4][CH:3]([CH2:5][O:6][C:7]2[C:16]([CH:17]3[CH2:19][CH2:18]3)=[CH:15][C:10]([C:11]([O:13][CH3:14])=[O:12])=[C:9]([F:20])[CH:8]=2)[CH2:2]1.[C:21](Cl)(=[O:28])[C:22]1[CH:27]=[CH:26][CH:25]=[CH:24][CH:23]=1.C(N(CC)CC)C. Product: [C:21]([N:1]1[CH2:4][CH:3]([CH2:5][O:6][C:7]2[C:16]([CH:17]3[CH2:19][CH2:18]3)=[CH:15][C:10]([C:11]([O:13][CH3:14])=[O:12])=[C:9]([F:20])[CH:8]=2)[CH2:2]1)(=[O:28])[C:22]1[CH:27]=[CH:26][CH:25]=[CH:24][CH:23]=1. The catalyst class is: 2. (6) Reactant: [Cl:1][C:2]1[CH:25]=[CH:24][C:5]([CH2:6][NH:7][C:8]([C:10]2[C:11](=[O:23])[C:12]3[CH:20]=[C:19]([CH2:21]Cl)[S:18][C:13]=3[N:14]([CH2:16][CH3:17])[CH:15]=2)=[O:9])=[CH:4][CH:3]=1.[O:26]1[CH:30]=[CH:29][CH:28]=[C:27]1[C@H:31]([OH:35])[CH2:32][NH:33][CH3:34].[CH:36](N(CC)C(C)C)(C)C. Product: [Cl:1][C:2]1[CH:25]=[CH:24][C:5]([CH2:6][NH:7][C:8]([C:10]2[C:11](=[O:23])[C:12]3[CH:20]=[C:19]([CH2:21][N:33]([CH2:32][C@H:31]([C:27]4[O:26][CH:30]=[CH:29][CH:28]=4)[OH:35])[CH3:34])[S:18][C:13]=3[N:14]([CH2:16][CH2:17][CH3:36])[CH:15]=2)=[O:9])=[CH:4][CH:3]=1. The catalyst class is: 3. (7) Product: [Br:22][CH:14]([C:15]1[CH:20]=[CH:19][N:18]=[N:17][CH:16]=1)[C:13]([C:10]1[CH:9]=[CH:8][C:7]([F:6])=[CH:12][CH:11]=1)=[O:21]. Reactant: C([O-])(=O)C.[Na+].[F:6][C:7]1[CH:12]=[CH:11][C:10]([C:13](=[O:21])[CH2:14][C:15]2[CH:20]=[CH:19][N:18]=[N:17][CH:16]=2)=[CH:9][CH:8]=1.[Br:22]Br.O. The catalyst class is: 15. (8) Reactant: Cl[C:2]1[N:9]=[C:8]([C:10]([F:13])([F:12])[F:11])[CH:7]=[CH:6][C:3]=1[C:4]#[N:5].[CH2:14]([NH2:16])[CH3:15]. Product: [CH2:14]([NH:16][C:2]1[N:9]=[C:8]([C:10]([F:13])([F:12])[F:11])[CH:7]=[CH:6][C:3]=1[C:4]#[N:5])[CH3:15]. The catalyst class is: 632. (9) Reactant: [FH:1].F.F.C(N(CC)CC)C.O[C@@H:12]1[CH2:17][CH2:16][C@@H:15]([C:18]([O:20][CH2:21][C:22]2[CH:27]=[CH:26][CH:25]=[CH:24][CH:23]=2)=[O:19])[C@H:14]([C:28]([O:30][CH3:31])=[O:29])[CH2:13]1. Product: [F:1][C@H:12]1[CH2:17][CH2:16][C@@H:15]([C:18]([O:20][CH2:21][C:22]2[CH:27]=[CH:26][CH:25]=[CH:24][CH:23]=2)=[O:19])[C@H:14]([C:28]([O:30][CH3:31])=[O:29])[CH2:13]1. The catalyst class is: 2. (10) The catalyst class is: 2. Product: [Cl:17][P:4]([NH:23][C@H:22]([C:21]([O:20][CH2:18][CH3:19])=[O:25])[CH3:24])([O:6][C:7]1[CH:8]=[CH:9][C:10]([Cl:13])=[CH:11][CH:12]=1)=[O:14]. Reactant: P(Cl)(Cl)(O[P:4]([O-:14])([O:6][C:7]1[CH:12]=[CH:11][C:10]([Cl:13])=[CH:9][CH:8]=1)=O)=O.[ClH:17].[CH2:18]([O:20][C:21](=[O:25])[C@H:22]([CH3:24])[NH2:23])[CH3:19].CCN(CC)CC.